From a dataset of Full USPTO retrosynthesis dataset with 1.9M reactions from patents (1976-2016). Predict the reactants needed to synthesize the given product. (1) Given the product [Cl:1][C:2]1[N:7]=[C:6]([C:8]([NH:12][C:13]2[C:14]([CH3:24])=[CH:15][C:16]([C:17]([O:19][CH3:20])=[O:18])=[CH:21][C:22]=2[CH3:23])=[O:10])[C:5]([CH3:11])=[CH:4][CH:3]=1, predict the reactants needed to synthesize it. The reactants are: [Cl:1][C:2]1[N:7]=[C:6]([C:8]([OH:10])=O)[C:5]([CH3:11])=[CH:4][CH:3]=1.[NH2:12][C:13]1[C:22]([CH3:23])=[CH:21][C:16]([C:17]([O:19][CH3:20])=[O:18])=[CH:15][C:14]=1[CH3:24].C(N(CC)C(C)C)(C)C.CCCP1(OP(CCC)(=O)OP(CCC)(=O)O1)=O. (2) Given the product [C:26]([CH2:25][O:24][C:6]1[C:7]2[S:15][C:14]3[C:13]([NH:16][CH:17]4[CH2:22][CH2:21][CH2:20][CH2:19][CH2:18]4)=[CH:12][CH:11]=[CH:10][C:9]=3[C:8]=2[S:23][C:5]=1[C:3]([OH:4])=[O:2])([OH:28])=[O:27], predict the reactants needed to synthesize it. The reactants are: C[O:2][C:3]([C:5]1[S:23][C:8]2[C:9]3[CH:10]=[CH:11][CH:12]=[C:13]([NH:16][CH:17]4[CH2:22][CH2:21][CH2:20][CH2:19][CH2:18]4)[C:14]=3[S:15][C:7]=2[C:6]=1[O:24][CH2:25][C:26]([O:28]CC)=[O:27])=[O:4].[Li+].[OH-]. (3) Given the product [CH2:10]([N:17]1[CH2:22][CH2:21][N:20]([C:2]2[CH:9]=[CH:8][CH:7]=[CH:6][C:3]=2[C:4]#[N:5])[CH2:19][CH2:18]1)[C:11]1[CH:12]=[CH:13][CH:14]=[CH:15][CH:16]=1, predict the reactants needed to synthesize it. The reactants are: F[C:2]1[CH:9]=[CH:8][CH:7]=[CH:6][C:3]=1[C:4]#[N:5].[CH2:10]([N:17]1[CH2:22][CH2:21][NH:20][CH2:19][CH2:18]1)[C:11]1[CH:16]=[CH:15][CH:14]=[CH:13][CH:12]=1.C([O-])([O-])=O.[K+].[K+]. (4) Given the product [Br:1][C:2]1[CH:3]=[C:4]([CH2:5][OH:6])[CH:8]=[C:9]([C:11]([F:13])([F:14])[F:12])[CH:10]=1, predict the reactants needed to synthesize it. The reactants are: [Br:1][C:2]1[CH:3]=[C:4]([CH:8]=[C:9]([C:11]([F:14])([F:13])[F:12])[CH:10]=1)[C:5](O)=[O:6].C([O-])(O)=O.[Na+]. (5) Given the product [C:17]([NH:24][C:7]1([CH2:11][C:12]([O:14][CH2:15][CH3:16])=[O:13])[CH2:10][CH2:9][CH2:8]1)(=[O:25])[C:18]1[CH:23]=[CH:22][CH:21]=[CH:20][CH:19]=1, predict the reactants needed to synthesize it. The reactants are: OS(O)(=O)=O.O[C:7]1([CH2:11][C:12]([O:14][CH2:15][CH3:16])=[O:13])[CH2:10][CH2:9][CH2:8]1.[C:17](#[N:24])[C:18]1[CH:23]=[CH:22][CH:21]=[CH:20][CH:19]=1.[OH-:25].[Na+].